Task: Predict the product of the given reaction.. Dataset: Forward reaction prediction with 1.9M reactions from USPTO patents (1976-2016) (1) Given the reactants [Br:1][C:2]1[CH:7]=[CH:6][C:5]([C:8]2[O:12][N:11]=[C:10]([CH3:13])[C:9]=2[NH2:14])=[CH:4][CH:3]=1.[C:15]1([S:21]([N:24]=[C:25]=[O:26])(=[O:23])=[O:22])[CH:20]=[CH:19][CH:18]=[CH:17][CH:16]=1, predict the reaction product. The product is: [C:15]1([S:21]([NH:24][C:25]([NH:14][C:9]2[C:10]([CH3:13])=[N:11][O:12][C:8]=2[C:5]2[CH:4]=[CH:3][C:2]([Br:1])=[CH:7][CH:6]=2)=[O:26])(=[O:22])=[O:23])[CH:16]=[CH:17][CH:18]=[CH:19][CH:20]=1. (2) Given the reactants C(O[C:4]([C:6]1[CH:7]=[N:8][C:9]2[C:14]([C:15]=1[NH:16][CH:17]1[CH2:21][CH2:20][CH2:19][CH2:18]1)=[CH:13][CH:12]=[CH:11][C:10]=2[O:22][CH3:23])=[O:5])C.[N:24]([C:27]1[CH:32]=[CH:31][CH:30]=[C:29]([CH3:33])[C:28]=1[CH3:34])=[C:25]=[O:26], predict the reaction product. The product is: [CH:17]1([N:16]2[C:15]3[C:14]4[CH:13]=[CH:12][CH:11]=[C:10]([O:22][CH3:23])[C:9]=4[N:8]=[CH:7][C:6]=3[C:4](=[O:5])[N:24]([C:27]3[CH:32]=[CH:31][CH:30]=[C:29]([CH3:33])[C:28]=3[CH3:34])[C:25]2=[O:26])[CH2:21][CH2:20][CH2:19][CH2:18]1. (3) Given the reactants [CH3:1][CH2:2][N:3]([C:6]([C:8]1([C:13]2[CH:14]=[CH:15][CH:16]=[CH:17][CH:18]=2)[CH:10]([CH2:11][NH2:12])[CH2:9]1)=[O:7])[CH2:4][CH3:5].[ClH:19].CCCCC.CCCCCC, predict the reaction product. The product is: [CH3:5][CH2:4][N:3]([C:6]([C:8]1([C:13]2[CH:14]=[CH:15][CH:16]=[CH:17][CH:18]=2)[CH:10]([CH2:11][NH2:12])[CH2:9]1)=[O:7])[CH2:2][CH3:1].[ClH:19].[ClH:19]. (4) Given the reactants OC1([C:10]2[CH:11]=[C:12]3[C:17](=[CH:18][CH:19]=2)[CH:16]=[C:15]([C:20]([NH:22][CH3:23])=[O:21])[CH:14]=[CH:13]3)C2N(C=NC=2)CC1, predict the reaction product. The product is: [CH3:23][NH:22][C:20]([C:15]1[CH:14]=[CH:13][C:12]2[C:17](=[CH:18][CH:19]=[CH:10][CH:11]=2)[CH:16]=1)=[O:21]. (5) Given the reactants [CH2:1]([N:3]([CH2:20][CH3:21])[CH2:4][CH2:5][N:6]1[CH2:12][CH2:11][CH2:10][C:9]2[NH:13][C:14]([CH:17]=O)=[C:15]([CH3:16])[C:8]=2[C:7]1=[O:19])[CH3:2].[F:22][C:23]1[CH:24]=[C:25]2[C:29](=[CH:30][C:31]=1[NH:32][CH2:33][C:34]1[CH:39]=[CH:38][C:37]([F:40])=[CH:36][CH:35]=1)[NH:28][C:27](=[O:41])[CH2:26]2, predict the reaction product. The product is: [CH2:1]([N:3]([CH2:20][CH3:21])[CH2:4][CH2:5][N:6]1[CH2:12][CH2:11][CH2:10][C:9]2[NH:13][C:14]([CH:17]=[C:26]3[C:25]4[C:29](=[CH:30][C:31]([NH:32][CH2:33][C:34]5[CH:39]=[CH:38][C:37]([F:40])=[CH:36][CH:35]=5)=[C:23]([F:22])[CH:24]=4)[NH:28][C:27]3=[O:41])=[C:15]([CH3:16])[C:8]=2[C:7]1=[O:19])[CH3:2].